This data is from Catalyst prediction with 721,799 reactions and 888 catalyst types from USPTO. The task is: Predict which catalyst facilitates the given reaction. Reactant: [SH:1][C:2]1[C:3]([C:12]#[N:13])=[CH:4][C:5]2[CH2:6][CH2:7][CH2:8][CH2:9][C:10]=2[CH:11]=1.Cl[CH2:15][C:16]([C:18]1[CH:23]=[CH:22][C:21]([Cl:24])=[CH:20][C:19]=1[Cl:25])=[O:17].[OH-].[K+].C(OCC)(=O)C. Product: [NH2:13][C:12]1[C:3]2[CH:4]=[C:5]3[C:10]([CH2:9][CH2:8][CH2:7][CH2:6]3)=[CH:11][C:2]=2[S:1][C:15]=1[C:16]([C:18]1[CH:23]=[CH:22][C:21]([Cl:24])=[CH:20][C:19]=1[Cl:25])=[O:17]. The catalyst class is: 35.